This data is from Forward reaction prediction with 1.9M reactions from USPTO patents (1976-2016). The task is: Predict the product of the given reaction. Given the reactants Br[CH:2]=[CH:3][C:4]([F:10])([F:9])[C:5]([F:8])([F:7])[F:6].C=C.[OH-].[K+], predict the reaction product. The product is: [C:5]([C:4]([CH:3]=[CH2:2])([F:10])[F:9])([F:8])([F:7])[F:6].